From a dataset of Forward reaction prediction with 1.9M reactions from USPTO patents (1976-2016). Predict the product of the given reaction. Given the reactants [C:1]1([NH:7][C:8]2[CH:16]=[CH:15][CH:14]=[C:13]3[C:9]=2[CH:10]=[CH:11][N:12]3[Si:17]([CH:24]([CH3:26])[CH3:25])([CH:21]([CH3:23])[CH3:22])[CH:18]([CH3:20])[CH3:19])[CH:6]=[CH:5][CH:4]=[CH:3][CH:2]=1.[Cl:27][CH2:28][C:29](Cl)=[O:30], predict the reaction product. The product is: [Cl:27][CH2:28][C:29]([N:7]([C:1]1[CH:2]=[CH:3][CH:4]=[CH:5][CH:6]=1)[C:8]1[CH:16]=[CH:15][CH:14]=[C:13]2[C:9]=1[CH:10]=[CH:11][N:12]2[Si:17]([CH:21]([CH3:23])[CH3:22])([CH:24]([CH3:26])[CH3:25])[CH:18]([CH3:19])[CH3:20])=[O:30].